This data is from NCI-60 drug combinations with 297,098 pairs across 59 cell lines. The task is: Regression. Given two drug SMILES strings and cell line genomic features, predict the synergy score measuring deviation from expected non-interaction effect. (1) Drug 1: C1=CC(=CC=C1CCCC(=O)O)N(CCCl)CCCl. Drug 2: CN(C(=O)NC(C=O)C(C(C(CO)O)O)O)N=O. Cell line: MDA-MB-231. Synergy scores: CSS=21.4, Synergy_ZIP=-7.50, Synergy_Bliss=-5.97, Synergy_Loewe=-2.73, Synergy_HSA=-2.07. (2) Drug 1: C1=CC(=CC=C1C#N)C(C2=CC=C(C=C2)C#N)N3C=NC=N3. Drug 2: CC(C)NC(=O)C1=CC=C(C=C1)CNNC.Cl. Cell line: T-47D. Synergy scores: CSS=-0.339, Synergy_ZIP=5.11, Synergy_Bliss=5.91, Synergy_Loewe=1.17, Synergy_HSA=0.00997. (3) Drug 1: CC1C(C(=O)NC(C(=O)N2CCCC2C(=O)N(CC(=O)N(C(C(=O)O1)C(C)C)C)C)C(C)C)NC(=O)C3=C4C(=C(C=C3)C)OC5=C(C(=O)C(=C(C5=N4)C(=O)NC6C(OC(=O)C(N(C(=O)CN(C(=O)C7CCCN7C(=O)C(NC6=O)C(C)C)C)C)C(C)C)C)N)C. Drug 2: CCCCCOC(=O)NC1=NC(=O)N(C=C1F)C2C(C(C(O2)C)O)O. Cell line: SF-295. Synergy scores: CSS=23.0, Synergy_ZIP=10.6, Synergy_Bliss=8.20, Synergy_Loewe=-4.52, Synergy_HSA=6.80. (4) Drug 1: CC1=C(C=C(C=C1)NC(=O)C2=CC=C(C=C2)CN3CCN(CC3)C)NC4=NC=CC(=N4)C5=CN=CC=C5. Drug 2: CCN(CC)CCNC(=O)C1=C(NC(=C1C)C=C2C3=C(C=CC(=C3)F)NC2=O)C. Cell line: SR. Synergy scores: CSS=21.3, Synergy_ZIP=-3.25, Synergy_Bliss=-13.2, Synergy_Loewe=-7.34, Synergy_HSA=-8.33. (5) Drug 1: CN(CC1=CN=C2C(=N1)C(=NC(=N2)N)N)C3=CC=C(C=C3)C(=O)NC(CCC(=O)O)C(=O)O. Drug 2: CN1C=C(C=N1)C2=C3N=C(C(=C(N3N=C2)N)Br)C4CCCNC4. Cell line: HT29. Synergy scores: CSS=40.9, Synergy_ZIP=-7.94, Synergy_Bliss=-11.7, Synergy_Loewe=-13.3, Synergy_HSA=-9.37.